Dataset: Forward reaction prediction with 1.9M reactions from USPTO patents (1976-2016). Task: Predict the product of the given reaction. Given the reactants [CH3:1][S:2]([C:5]1[CH:6]=[C:7]([C:11]2[CH:16]=[CH:15][C:14]([N:17]3[CH:21]=[C:20]([C:22]([NH:24][NH2:25])=[O:23])[N:19]=[C:18]3[C:26]3[CH:31]=[CH:30][CH:29]=[CH:28][C:27]=3[C:32]([F:35])([F:34])[F:33])=[CH:13][CH:12]=2)[CH:8]=[CH:9][CH:10]=1)(=[O:4])=[O:3].[C:36](OC(=O)C)(=O)[CH3:37].C([O-])([O-])=O.[Na+].[Na+].[Na+].[Cl-], predict the reaction product. The product is: [CH3:36][C:37]1[O:23][C:22]([C:20]2[N:19]=[C:18]([C:26]3[CH:31]=[CH:30][CH:29]=[CH:28][C:27]=3[C:32]([F:35])([F:33])[F:34])[N:17]([C:14]3[CH:15]=[CH:16][C:11]([C:7]4[CH:8]=[CH:9][CH:10]=[C:5]([S:2]([CH3:1])(=[O:3])=[O:4])[CH:6]=4)=[CH:12][CH:13]=3)[CH:21]=2)=[N:24][N:25]=1.